Task: Regression. Given a peptide amino acid sequence and an MHC pseudo amino acid sequence, predict their binding affinity value. This is MHC class II binding data.. Dataset: Peptide-MHC class II binding affinity with 134,281 pairs from IEDB (1) The peptide sequence is AAFKIAATAANSAPA. The MHC is HLA-DQA10101-DQB10501 with pseudo-sequence HLA-DQA10101-DQB10501. The binding affinity (normalized) is 0.258. (2) The peptide sequence is VLHHMVKISGGPHIS. The MHC is DRB1_1101 with pseudo-sequence DRB1_1101. The binding affinity (normalized) is 0.659. (3) The peptide sequence is LGQQQPFPPQQPYPQ. The MHC is HLA-DQA10101-DQB10501 with pseudo-sequence HLA-DQA10101-DQB10501. The binding affinity (normalized) is 0.187. (4) The MHC is HLA-DPA10201-DPB10101 with pseudo-sequence HLA-DPA10201-DPB10101. The peptide sequence is LASSCQVAFSYFPPP. The binding affinity (normalized) is 0.375. (5) The peptide sequence is KGNKTCGFVDERGLY. The MHC is DRB1_0901 with pseudo-sequence DRB1_0901. The binding affinity (normalized) is 0.158. (6) The MHC is DRB4_0101 with pseudo-sequence DRB4_0103. The binding affinity (normalized) is 0. The peptide sequence is PRGGPGRSYAADAGY. (7) The peptide sequence is INEPTAAAIAYGLDY. The MHC is HLA-DQA10501-DQB10301 with pseudo-sequence HLA-DQA10501-DQB10301. The binding affinity (normalized) is 0.668. (8) The peptide sequence is VRYTTEGGTKTEAEDVIPEG. The MHC is HLA-DQA10401-DQB10402 with pseudo-sequence HLA-DQA10401-DQB10402. The binding affinity (normalized) is 0.432. (9) The peptide sequence is THFTTWTSIPTLAAQ. The MHC is DRB5_0101 with pseudo-sequence DRB5_0101. The binding affinity (normalized) is 0.454.